Dataset: Catalyst prediction with 721,799 reactions and 888 catalyst types from USPTO. Task: Predict which catalyst facilitates the given reaction. (1) Product: [Cl:32][C:21]1[CH:20]=[C:19]([NH:18][NH:26][C:41](=[O:42])[CH:40]([CH:37]2[CH2:36][CH2:35][N:34]([CH3:33])[CH2:39][CH2:38]2)[C:44]2[C:53]3[C:48](=[CH:49][CH:50]=[CH:51][CH:52]=3)[CH:47]=[CH:46][CH:45]=2)[CH:24]=[C:54]([Cl:56])[CH:22]=1. The catalyst class is: 6. Reactant: CCN(C(C)C)C(C)C.CN(C(O[N:18]1[N:26]=N[C:20]2[CH:21]=[CH:22]C=[CH:24][C:19]1=2)=[N+](C)C)C.[B-](F)(F)(F)F.[ClH:32].[CH3:33][N:34]1[CH2:39][CH2:38][CH:37]([CH:40]([C:44]2[C:53]3[C:48](=[CH:49][CH:50]=[CH:51][CH:52]=3)[CH:47]=[CH:46][CH:45]=2)[C:41](O)=[O:42])[CH2:36][CH2:35]1.[CH2:54]([Cl:56])Cl. (2) Reactant: [N:1]1([C:16]([O:18][C:19]([CH3:22])([CH3:21])[CH3:20])=[O:17])[CH2:6][CH2:5][C:4]2([C:15]3[C:10](=[CH:11][CH:12]=[CH:13][CH:14]=3)[CH2:9][NH:8][CH2:7]2)[CH2:3][CH2:2]1.[C:23](Cl)(=[O:25])[CH3:24].C(N(CC)CC)C. Product: [C:23]([N:8]1[CH2:7][C:4]2([CH2:3][CH2:2][N:1]([C:16]([O:18][C:19]([CH3:22])([CH3:21])[CH3:20])=[O:17])[CH2:6][CH2:5]2)[C:15]2[C:10](=[CH:11][CH:12]=[CH:13][CH:14]=2)[CH2:9]1)(=[O:25])[CH3:24]. The catalyst class is: 4. (3) Reactant: [CH3:1][N:2]1[C:14]2[CH:13]=[CH:12][C:11]([CH2:15][C:16]([O:18][CH3:19])=[O:17])=[CH:10][C:9]=2[C:8]2[C:3]1=[CH:4][CH:5]=[CH:6][CH:7]=2.[CH3:20][Si]([N-][Si](C)(C)C)(C)C.[Na+].IC. Product: [CH3:1][N:2]1[C:14]2[CH:13]=[CH:12][C:11]([CH:15]([CH3:20])[C:16]([O:18][CH3:19])=[O:17])=[CH:10][C:9]=2[C:8]2[C:3]1=[CH:4][CH:5]=[CH:6][CH:7]=2. The catalyst class is: 1. (4) Reactant: [OH:1][C:2]1[CH:9]=[CH:8][C:5]([CH:6]=[O:7])=[CH:4][CH:3]=1.[F:10][C:11]1[CH:12]=[C:13]([CH:16]=[CH:17][C:18]=1F)[C:14]#[N:15].C(=O)([O-])[O-].[K+].[K+]. Product: [F:10][C:11]1[CH:12]=[C:13]([CH:16]=[CH:17][C:18]=1[O:1][C:2]1[CH:9]=[CH:8][C:5]([CH:6]=[O:7])=[CH:4][CH:3]=1)[C:14]#[N:15]. The catalyst class is: 3. (5) Reactant: [C:1]1([C:7]2[O:8][CH:9]=[C:10]([C:12]3[CH:17]=[CH:16][C:15]([NH2:18])=[CH:14][CH:13]=3)[N:11]=2)[CH:6]=[CH:5][CH:4]=[CH:3][CH:2]=1.N1C=CC=CC=1.[Cl:25][C:26]1[CH:34]=[C:33]([Cl:35])[CH:32]=[CH:31][C:27]=1[C:28](Cl)=[O:29]. Product: [Cl:25][C:26]1[CH:34]=[C:33]([Cl:35])[CH:32]=[CH:31][C:27]=1[C:28]([NH:18][C:15]1[CH:14]=[CH:13][C:12]([C:10]2[N:11]=[C:7]([C:1]3[CH:2]=[CH:3][CH:4]=[CH:5][CH:6]=3)[O:8][CH:9]=2)=[CH:17][CH:16]=1)=[O:29]. The catalyst class is: 4.